Dataset: Forward reaction prediction with 1.9M reactions from USPTO patents (1976-2016). Task: Predict the product of the given reaction. (1) Given the reactants Cl.[Cl:2][C:3]1[CH:21]=[CH:20][C:6]([CH:7]([O:15][CH:16]2[CH2:19][NH:18][CH2:17]2)[C:8]2[CH:13]=[CH:12][C:11]([Cl:14])=[CH:10][CH:9]=2)=[CH:5][CH:4]=1.[C:22]1([N:28]=[C:29]=[O:30])[CH:27]=[CH:26][CH:25]=[CH:24][CH:23]=1.C(N(CC)CC)C, predict the reaction product. The product is: [Cl:2][C:3]1[CH:21]=[CH:20][C:6]([CH:7]([O:15][CH:16]2[CH2:19][N:18]([C:29]([NH:28][C:22]3[CH:27]=[CH:26][CH:25]=[CH:24][CH:23]=3)=[O:30])[CH2:17]2)[C:8]2[CH:9]=[CH:10][C:11]([Cl:14])=[CH:12][CH:13]=2)=[CH:5][CH:4]=1. (2) Given the reactants [Cl:1][C:2]1[CH:7]=[CH:6][CH:5]=[CH:4][C:3]=1[C:8]1[N:25]([CH2:26][C@@H:27]2[CH2:32][CH2:31][CH2:30][N:29]([C:33]([O:35][C:36]([CH3:39])([CH3:38])[CH3:37])=[O:34])[CH2:28]2)[C:11]2[N:12]=[C:13]([NH:16][CH2:17]C3C=CC(O)=CC=3)[N:14]=[CH:15][C:10]=2[CH:9]=1.[OH:40][C:41]1[CH:42]=[C:43]([CH:46]=[CH:47][CH:48]=1)CN, predict the reaction product. The product is: [Cl:1][C:2]1[CH:7]=[CH:6][CH:5]=[CH:4][C:3]=1[C:8]1[N:25]([CH2:26][C@@H:27]2[CH2:32][CH2:31][CH2:30][N:29]([C:33]([O:35][C:36]([CH3:37])([CH3:38])[CH3:39])=[O:34])[CH2:28]2)[C:11]2[N:12]=[C:13]([NH:16][CH2:17][C:47]3[CH:46]=[CH:43][CH:42]=[C:41]([OH:40])[CH:48]=3)[N:14]=[CH:15][C:10]=2[CH:9]=1. (3) Given the reactants [NH:1]1[CH2:6][CH2:5][CH2:4][CH2:3][CH2:2]1.C[Al](C)C.CO[C:13]([C:15]1[CH:16]=[C:17]([NH2:30])[C:18]2[N:19]([N:21]=[C:22]([C:24]3[O:25][C:26]([Br:29])=[CH:27][CH:28]=3)[N:23]=2)[CH:20]=1)=[O:14], predict the reaction product. The product is: [NH2:30][C:17]1[C:18]2[N:19]([N:21]=[C:22]([C:24]3[O:25][C:26]([Br:29])=[CH:27][CH:28]=3)[N:23]=2)[CH:20]=[C:15]([C:13]([N:1]2[CH2:6][CH2:5][CH2:4][CH2:3][CH2:2]2)=[O:14])[CH:16]=1.